This data is from Reaction yield outcomes from USPTO patents with 853,638 reactions. The task is: Predict the reaction yield, written as a fraction of the theoretical maximum amount of product (1.0 means a 100% yield; for example, 0.34 means a 34% yield). The reactants are C[C:2]1[C:3]([O:15][CH3:16])=[C:4]([O:13][CH3:14])[C:5]([O:11]C)=[C:6]([CH:10]=1)[C:7]([OH:9])=[O:8].B(Cl)(Cl)Cl.[CH3:21]CO. The catalyst is C(Cl)Cl. The product is [CH3:21][O:9][C:7](=[O:8])[C:6]1[CH:10]=[CH:2][C:3]([O:15][CH3:16])=[C:4]([O:13][CH3:14])[C:5]=1[OH:11]. The yield is 0.250.